This data is from Cav3 T-type calcium channel HTS with 100,875 compounds. The task is: Binary Classification. Given a drug SMILES string, predict its activity (active/inactive) in a high-throughput screening assay against a specified biological target. (1) The molecule is Clc1c(C=2OCC(N2)(C)C)cc([N+]([O-])=O)cc1. The result is 0 (inactive). (2) The compound is S1(=O)(=O)N(C(c2c1ccc(F)c2)CC(OCC)=O)CCCCCCCC. The result is 0 (inactive). (3) The drug is O(Cc1n(c2c(n1)cccc2)CC)c1cc(ccc1)C. The result is 1 (active). (4) The drug is O(CC(O)CNC(C)(C)C)c1c2[nH]c(=O)[nH]c2ccc1. The result is 0 (inactive). (5) The drug is Clc1cc(NS(=O)(=O)c2ccccc2)c(c(c1O)C)C. The result is 0 (inactive).